Task: Predict which catalyst facilitates the given reaction.. Dataset: Catalyst prediction with 721,799 reactions and 888 catalyst types from USPTO (1) Reactant: CS(Cl)(=O)=O.C(N(CC)CC)C.[Cl:13][C:14]1[CH:19]=[CH:18][C:17]([C:20]2[CH:21]=[CH:22][C:23]([C:26]#[C:27][C:28]3[CH:33]=[CH:32][C:31](/[CH:34]=[C:35](\[CH3:38])/[CH2:36]O)=[CH:30][CH:29]=3)=[N:24][CH:25]=2)=[CH:16][CH:15]=1.[CH3:39][CH:40]1[CH2:45][CH2:44][NH:43][CH2:42][CH2:41]1. Product: [Cl:13][C:14]1[CH:19]=[CH:18][C:17]([C:20]2[CH:21]=[CH:22][C:23]([C:26]#[C:27][C:28]3[CH:33]=[CH:32][C:31](/[CH:34]=[C:35](\[CH3:38])/[CH2:36][N:43]4[CH2:44][CH2:45][CH:40]([CH3:39])[CH2:41][CH2:42]4)=[CH:30][CH:29]=3)=[N:24][CH:25]=2)=[CH:16][CH:15]=1. The catalyst class is: 2. (2) Reactant: [F:1][C:2]1[CH:3]=[CH:4][C:5]2[N:6]([C:8]([C@H:11]3[CH2:16][CH2:15][CH2:14][NH:13][CH2:12]3)=[N:9][N:10]=2)[CH:7]=1.C=O.[CH3:19]C(O)=O.[BH-](OC(C)=O)(OC(C)=O)OC(C)=O.[Na+]. Product: [F:1][C:2]1[CH:3]=[CH:4][C:5]2[N:6]([C:8]([C@H:11]3[CH2:16][CH2:15][CH2:14][N:13]([CH3:19])[CH2:12]3)=[N:9][N:10]=2)[CH:7]=1. The catalyst class is: 61. (3) Reactant: [NH2:1][C:2]1[CH:29]=[CH:28][C:5]([C:6]([NH:8][C:9]2[CH:14]=[CH:13][C:12]([Cl:15])=[CH:11][C:10]=2[N:16]2[CH2:21][CH2:20][N:19]([CH2:22][CH2:23][C:24]([F:27])([F:26])[F:25])[CH2:18][CH2:17]2)=[O:7])=[C:4]([F:30])[CH:3]=1.C1C(=O)N(OC(ON2C(=O)CCC2=O)=O)[C:33](=[O:34])C1.[NH:49]1[CH2:54][CH2:53][CH:52]([CH2:55][OH:56])[CH2:51][CH2:50]1. Product: [Cl:15][C:12]1[CH:13]=[CH:14][C:9]([NH:8][C:6]([C:5]2[CH:28]=[CH:29][C:2]([NH:1][C:33]([N:49]3[CH2:54][CH2:53][CH:52]([CH2:55][OH:56])[CH2:51][CH2:50]3)=[O:34])=[CH:3][C:4]=2[F:30])=[O:7])=[C:10]([N:16]2[CH2:17][CH2:18][N:19]([CH2:22][CH2:23][C:24]([F:26])([F:25])[F:27])[CH2:20][CH2:21]2)[CH:11]=1. The catalyst class is: 3. (4) Reactant: [C:1]1(=[O:11])[O:6][C:4](=O)[C:3]2=[CH:7][CH:8]=[CH:9][CH:10]=[C:2]12.[Br:12][C:13]1[CH:14]=[C:15]([NH2:20])[CH:16]=[N:17][C:18]=1[CH3:19].C([O-])(=O)C.[Na+]. Product: [Br:12][C:13]1[CH:14]=[C:15]([N:20]2[C:1](=[O:11])[C:2]3[C:3](=[CH:7][CH:8]=[CH:9][CH:10]=3)[C:4]2=[O:6])[CH:16]=[N:17][C:18]=1[CH3:19]. The catalyst class is: 15.